This data is from Reaction yield outcomes from USPTO patents with 853,638 reactions. The task is: Predict the reaction yield, written as a fraction of the theoretical maximum amount of product (1.0 means a 100% yield; for example, 0.34 means a 34% yield). (1) The reactants are Br[C:2]1[CH:7]=[CH:6][CH:5]=[C:4]([F:8])[CH:3]=1.[C:9]1([NH:15][NH2:16])[CH:14]=[CH:13][CH:12]=[CH:11][CH:10]=1.CC(C)([O-])C.[Na+]. The catalyst is C(NC(C)C)(C)C.CCOCC.C([O-])(=O)C.[Pd+2].C([O-])(=O)C.C1C=CC(P(C2C=CC3C(=CC=CC=3)C=2C2C3C(=CC=CC=3)C=CC=2P(C2C=CC=CC=2)C2C=CC=CC=2)C2C=CC=CC=2)=CC=1. The product is [F:8][C:4]1[CH:3]=[C:2]([N:15]([C:9]2[CH:14]=[CH:13][CH:12]=[CH:11][CH:10]=2)[NH2:16])[CH:7]=[CH:6][CH:5]=1. The yield is 0.700. (2) The reactants are [O:1]=[C:2]([CH2:10][CH2:11][CH2:12][CH2:13][C:14]1[CH:23]=[CH:22][C:21]2[CH2:20][CH2:19][CH2:18][NH:17][C:16]=2[N:15]=1)[CH2:3]P(=O)(OC)OC.[F:24][C:25]([F:39])([F:38])[C:26]1[CH:35]=[C:34]2[C:29]([CH:30]=[C:31]([CH:36]=O)[CH:32]=[N:33]2)=[CH:28][CH:27]=1.[Li+].[Cl-].C1CCN2C(=NCCC2)CC1. The catalyst is CC#N. The product is [N:15]1[C:16]2[NH:17][CH2:18][CH2:19][CH2:20][C:21]=2[CH:22]=[CH:23][C:14]=1[CH2:13][CH2:12][CH2:11][CH2:10][C:2](=[O:1])/[CH:3]=[CH:36]/[C:31]1[CH:32]=[N:33][C:34]2[C:29]([CH:30]=1)=[CH:28][CH:27]=[C:26]([C:25]([F:39])([F:24])[F:38])[CH:35]=2. The yield is 0.880. (3) The reactants are [CH2:1]([O:3][C:4]([C@H:6]1[C@@H:11]([NH2:12])[C@H:10]2[CH2:13][C@@H:7]1[CH2:8][CH2:9]2)=[O:5])[CH3:2].[C:14]([O-:24])(=[O:23])[C@H:15]([C:17]1[CH:22]=[CH:21][CH:20]=[CH:19][CH:18]=1)[OH:16].O[C@@H](C1C=CC=CC=1)C(O)=O. The catalyst is C(OCC)(=O)C. The product is [OH:16][C@@H:15]([C:17]1[CH:22]=[CH:21][CH:20]=[CH:19][CH:18]=1)[C:14]([O-:24])=[O:23].[CH2:1]([O:3][C:4]([C@@H:6]1[C@@H:7]2[CH2:13][C@@H:10]([CH2:9][CH2:8]2)[C@@H:11]1[NH3+:12])=[O:5])[CH3:2]. The yield is 0.180. (4) The reactants are [C:1]1([S:7]([C:10]([CH:19]2[CH2:31][C:22]3[NH:23][C:24]4[CH:25]=[CH:26][C:27]([Cl:30])=[CH:28][C:29]=4[C:21]=3[CH2:20]2)([F:18])[C:11]2[O:15][N:14]=[C:13]([CH2:16][NH2:17])[N:12]=2)(=[O:9])=[O:8])[CH:6]=[CH:5][CH:4]=[CH:3][CH:2]=1.[CH:32]([C:34]1[CH:43]=[CH:42][C:37]([C:38]([O:40][CH3:41])=[O:39])=[CH:36][CH:35]=1)=O.C([BH3-])#N.[Na+]. The catalyst is CO.C(O)(=O)C. The product is [CH3:41][O:40][C:38](=[O:39])[C:37]1[CH:42]=[CH:43][C:34]([CH2:32][NH:17][CH2:16][C:13]2[N:12]=[C:11]([C:10]([S:7]([C:1]3[CH:2]=[CH:3][CH:4]=[CH:5][CH:6]=3)(=[O:9])=[O:8])([CH:19]3[CH2:31][C:22]4[NH:23][C:24]5[CH:25]=[CH:26][C:27]([Cl:30])=[CH:28][C:29]=5[C:21]=4[CH2:20]3)[F:18])[O:15][N:14]=2)=[CH:35][CH:36]=1. The yield is 0.450. (5) The reactants are [CH2:1]([O:8][C:9]([N:11]1[CH2:15][C:14](=[O:16])[C:13]([CH3:22])([C:17]([O:19][CH2:20][CH3:21])=[O:18])[CH2:12]1)=[O:10])[C:2]1[CH:7]=[CH:6][CH:5]=[CH:4][CH:3]=1.[BH4-].[Na+].[Cl-].[NH4+].O. The catalyst is CO. The yield is 0.570. The product is [CH2:1]([O:8][C:9]([N:11]1[CH2:15][CH:14]([OH:16])[C:13]([CH3:22])([C:17]([O:19][CH2:20][CH3:21])=[O:18])[CH2:12]1)=[O:10])[C:2]1[CH:3]=[CH:4][CH:5]=[CH:6][CH:7]=1. (6) The yield is 0.980. The reactants are [CH2:1]([O:3][C:4]([CH:6]1[C:10]([CH3:11])=[CH:9][CH2:8][N:7]1S(C1C=CC(C)=CC=1)(=O)=O)=[O:5])[CH3:2].C1CCN2C(=NCCC2)CC1. The product is [CH2:1]([O:3][C:4]([C:6]1[NH:7][CH:8]=[CH:9][C:10]=1[CH3:11])=[O:5])[CH3:2]. The catalyst is C1COCC1.CCOCC. (7) The reactants are [CH:1]1([N:6]([CH2:14][C:15]2[CH:20]=[CH:19][CH:18]=[C:17]([O:21][CH2:22][CH:23]([OH:34])[CH2:24][N:25]3[CH2:33][C:32]4[C:27](=[CH:28][CH:29]=[CH:30][CH:31]=4)[CH2:26]3)[CH:16]=2)C(=O)OC(C)(C)C)[CH2:5][CH2:4][CH2:3][CH2:2]1.Cl.C(OCC)(=O)C. The catalyst is C(OCC)(=O)C. The product is [CH:1]1([NH:6][CH2:14][C:15]2[CH:16]=[C:17]([CH:18]=[CH:19][CH:20]=2)[O:21][CH2:22][CH:23]([OH:34])[CH2:24][N:25]2[CH2:26][C:27]3[C:32](=[CH:31][CH:30]=[CH:29][CH:28]=3)[CH2:33]2)[CH2:2][CH2:3][CH2:4][CH2:5]1. The yield is 0.570.